Predict the reactants needed to synthesize the given product. From a dataset of Full USPTO retrosynthesis dataset with 1.9M reactions from patents (1976-2016). (1) The reactants are: C[Si]([C:5]#[CH:6])(C)C.C(N(CC)CC)C.I[C:15]1[C:23]2[C:18](=[N:19][CH:20]=[C:21]([C:24]3[CH:25]=[N:26][N:27]([CH3:29])[CH:28]=3)[CH:22]=2)[N:17]([C:30]([O:32][C:33]([CH3:36])([CH3:35])[CH3:34])=[O:31])[CH:16]=1.[CH2:37]([N:44]=[N+:45]=[N-:46])[C:38]1[CH:43]=[CH:42][CH:41]=[CH:40][CH:39]=1. Given the product [CH2:37]([N:44]1[CH:6]=[C:5]([C:15]2[C:23]3[C:18](=[N:19][CH:20]=[C:21]([C:24]4[CH:25]=[N:26][N:27]([CH3:29])[CH:28]=4)[CH:22]=3)[N:17]([C:30]([O:32][C:33]([CH3:36])([CH3:35])[CH3:34])=[O:31])[CH:16]=2)[N:46]=[N:45]1)[C:38]1[CH:43]=[CH:42][CH:41]=[CH:40][CH:39]=1, predict the reactants needed to synthesize it. (2) Given the product [Br:1][C:2]1[CH:3]=[C:4]([NH:8][C@H:9]([C:12]2[CH:17]=[CH:16][CH:15]=[CH:14][CH:13]=2)[CH2:10][NH:11][C:27](=[O:30])[CH2:28][CH3:29])[CH:5]=[N:6][CH:7]=1, predict the reactants needed to synthesize it. The reactants are: [Br:1][C:2]1[CH:3]=[C:4]([NH:8][C@H:9]([C:12]2[CH:17]=[CH:16][CH:15]=[CH:14][CH:13]=2)[CH2:10][NH2:11])[CH:5]=[N:6][CH:7]=1.C(N(CC)C(C)C)(C)C.[C:27](Cl)(=[O:30])[CH2:28][CH3:29]. (3) Given the product [CH3:1][O:2][C:3]1[CH:9]=[C:8]([N+:10]([O-:12])=[O:11])[CH:7]=[C:6]([O:13][CH3:14])[C:4]=1[O:5][CH2:25][CH2:26][Cl:27], predict the reactants needed to synthesize it. The reactants are: [CH3:1][O:2][C:3]1[CH:9]=[C:8]([N+:10]([O-:12])=[O:11])[CH:7]=[C:6]([O:13][CH3:14])[C:4]=1[O-:5].[K+].C([O-])([O-])=O.[K+].[K+].[Na+].[I-].Br[CH2:25][CH2:26][Cl:27]. (4) Given the product [CH3:1][O:2][C:3]1[N:8]=[CH:7][C:6]([C:13]2[CH:18]=[CH:17][C:16]([C:19]3[O:20][C:21]([CH3:31])=[C:22]([CH2:24][CH2:25][N:26]4[CH2:27][CH2:28][CH2:29][CH2:30]4)[N:23]=3)=[CH:15][CH:14]=2)=[CH:5][N:4]=1, predict the reactants needed to synthesize it. The reactants are: [CH3:1][O:2][C:3]1[N:8]=[CH:7][C:6](B(O)O)=[CH:5][N:4]=1.Br[C:13]1[CH:18]=[CH:17][C:16]([C:19]2[O:20][C:21]([CH3:31])=[C:22]([CH2:24][CH2:25][N:26]3[CH2:30][CH2:29][CH2:28][CH2:27]3)[N:23]=2)=[CH:15][CH:14]=1. (5) Given the product [O:53]([C:60]1[CH:65]=[CH:64][C:63]([C:66]2[CH:71]=[CH:70][CH:69]=[C:68]([NH:72][C:24]([C:19]3[C:20](=[O:23])[O:21][C:22]4[C:17]([CH:18]=3)=[CH:16][CH:15]=[CH:14][C:13]=4[O:12][C:11]([F:10])([F:28])[F:27])=[O:26])[CH:67]=2)=[CH:62][CH:61]=1)[C:54]1[CH:55]=[CH:56][CH:57]=[CH:58][CH:59]=1, predict the reactants needed to synthesize it. The reactants are: CCN(C(C)C)C(C)C.[F:10][C:11]([F:28])([F:27])[O:12][C:13]1[CH:14]=[CH:15][CH:16]=[C:17]2[C:22]=1[O:21][C:20](=[O:23])[C:19]([C:24]([OH:26])=O)=[CH:18]2.CN(C(ON1N=NC2C=CC=NC1=2)=[N+](C)C)C.F[P-](F)(F)(F)(F)F.[O:53]([C:60]1[CH:65]=[CH:64][C:63]([C:66]2[CH:71]=[CH:70][CH:69]=[C:68]([NH2:72])[CH:67]=2)=[CH:62][CH:61]=1)[C:54]1[CH:59]=[CH:58][CH:57]=[CH:56][CH:55]=1. (6) Given the product [CH2:1]([C:3]1[C:23]([C:24]([NH2:25])=[O:27])=[C:6]2[NH:7][C:8]([C:12]3[CH:13]=[C:14]4[C:18](=[CH:19][CH:20]=3)[N:17]([CH2:21][CH3:22])[N:16]=[CH:15]4)=[CH:9][C:10](=[O:11])[N:5]2[N:4]=1)[CH3:2], predict the reactants needed to synthesize it. The reactants are: [CH2:1]([C:3]1[C:23]([C:24]#[N:25])=[C:6]2[NH:7][C:8]([C:12]3[CH:13]=[C:14]4[C:18](=[CH:19][CH:20]=3)[N:17]([CH2:21][CH3:22])[N:16]=[CH:15]4)=[CH:9][C:10](=[O:11])[N:5]2[N:4]=1)[CH3:2].S(=O)(=O)(O)[OH:27]. (7) Given the product [CH3:1][O:2][C:3]1[CH:36]=[CH:35][C:6]([CH2:7][O:8][C:9]2[CH:10]=[C:11]([C:16]3[C:17]([C:38]4[C:43]([Cl:44])=[CH:42][C:41]([Cl:45])=[CH:40][N:39]=4)=[CH:18][CH:19]=[C:20]([C:22]([O:24][CH3:25])=[O:23])[N:21]=3)[CH:12]=[CH:13][C:14]=2[Cl:15])=[CH:5][CH:4]=1, predict the reactants needed to synthesize it. The reactants are: [CH3:1][O:2][C:3]1[CH:36]=[CH:35][C:6]([CH2:7][O:8][C:9]2[CH:10]=[C:11]([C:16]3[N:21]=[C:20]([C:22]([O:24][CH3:25])=[O:23])[CH:19]=[CH:18][C:17]=3B3OC(C)(C)C(C)(C)O3)[CH:12]=[CH:13][C:14]=2[Cl:15])=[CH:5][CH:4]=1.Br[C:38]1[C:43]([Cl:44])=[CH:42][C:41]([Cl:45])=[CH:40][N:39]=1.COCCOC.O.C([O-])([O-])=O.[K+].[K+].